Dataset: Full USPTO retrosynthesis dataset with 1.9M reactions from patents (1976-2016). Task: Predict the reactants needed to synthesize the given product. (1) Given the product [CH:31]1([CH2:30][O:29][C:20]2[CH:19]=[CH:24][C:23]([S:25]([CH3:28])(=[O:27])=[O:26])=[CH:22][C:21]=2[C:6]2[CH:5]=[CH:4][C:3](=[O:17])[N:2]([CH3:1])[CH:7]=2)[CH2:32][CH2:33]1, predict the reactants needed to synthesize it. The reactants are: [CH3:1][N:2]1[CH:7]=[C:6](B2OC(C)(C)C(C)(C)O2)[CH:5]=[CH:4][C:3]1=[O:17].Br[C:19]1[CH:24]=[C:23]([S:25]([CH3:28])(=[O:27])=[O:26])[CH:22]=[CH:21][C:20]=1[O:29][CH2:30][CH:31]1[CH2:33][CH2:32]1. (2) Given the product [C:43]([O:42][C@@H:38]1[C@@H:37]([O:46][C:47](=[O:48])[CH3:49])[C@@H:36]([O:50][C:51](=[O:52])[CH3:53])[C@@H:35]([CH2:34][O:33][C:31](=[O:32])[CH3:30])[O:40][C@H:39]1[O:28][C:21]1[C:20]([CH2:19][C:16]2[CH:17]=[CH:18][C:13]([O:12][CH2:11][CH2:10][CH2:9][O:8][CH2:1][C:2]3[CH:7]=[CH:6][CH:5]=[CH:4][CH:3]=3)=[CH:14][C:15]=2[CH3:29])=[C:24]([CH:25]([CH3:27])[CH3:26])[NH:23][N:22]=1)(=[O:44])[CH3:45], predict the reactants needed to synthesize it. The reactants are: [CH2:1]([O:8][CH2:9][CH2:10][CH2:11][O:12][C:13]1[CH:18]=[CH:17][C:16]([CH2:19][C:20]2[C:21](=[O:28])[NH:22][NH:23][C:24]=2[CH:25]([CH3:27])[CH3:26])=[C:15]([CH3:29])[CH:14]=1)[C:2]1[CH:7]=[CH:6][CH:5]=[CH:4][CH:3]=1.[CH3:30][C:31]([O:33][CH2:34][C@H:35]1[O:40][C@H:39](Br)[C@H:38]([O:42][C:43]([CH3:45])=[O:44])[C@@H:37]([O:46][C:47]([CH3:49])=[O:48])[C@H:36]1[O:50][C:51]([CH3:53])=[O:52])=[O:32].CC(OC[C@H]1O[C@H](Br)[C@H](OC(C)=O)[C@@H](OC(C)=O)[C@@H]1OC(C)=O)=O. (3) Given the product [CH3:1][O:2][C:3]([C:5]1[CH:10]=[CH:9][C:8]([C:11]2[CH:16]=[CH:15][C:14]([CH2:17][O:18][C:29]3[CH:30]=[CH:31][C:26]([C:21]4[CH:22]=[CH:23][CH:24]=[CH:25][C:20]=4[F:19])=[C:27]([C:33]([F:34])([F:35])[F:36])[CH:28]=3)=[CH:13][CH:12]=2)=[CH:7][N:6]=1)=[O:4], predict the reactants needed to synthesize it. The reactants are: [CH3:1][O:2][C:3]([C:5]1[CH:10]=[CH:9][C:8]([C:11]2[CH:16]=[CH:15][C:14]([CH2:17][OH:18])=[CH:13][CH:12]=2)=[CH:7][N:6]=1)=[O:4].[F:19][C:20]1[CH:25]=[CH:24][CH:23]=[CH:22][C:21]=1[C:26]1[CH:31]=[CH:30][C:29](O)=[CH:28][C:27]=1[C:33]([F:36])([F:35])[F:34].C1C=CC(P(C2C=CC=CC=2)C2C=CC=CC=2)=CC=1.N(C(OCC)=O)=NC(OCC)=O. (4) Given the product [C:1]([S:5]([CH2:8][C@@H:9]([N:12]1[C@H:17]([C:18]2[CH:23]=[CH:22][C:21]([Cl:24])=[CH:20][CH:19]=2)[C@@H:16]([C:25]2[CH:30]=[CH:29][CH:28]=[C:27]([Cl:31])[CH:26]=2)[O:15][C@H:14]([CH2:32][CH2:33][O:34][CH3:38])[C:13]1=[O:35])[CH2:10][CH3:11])(=[O:7])=[O:6])([CH3:2])([CH3:3])[CH3:4], predict the reactants needed to synthesize it. The reactants are: [C:1]([S:5]([CH2:8][C@@H:9]([N:12]1[C@H:17]([C:18]2[CH:23]=[CH:22][C:21]([Cl:24])=[CH:20][CH:19]=2)[C@@H:16]([C:25]2[CH:30]=[CH:29][CH:28]=[C:27]([Cl:31])[CH:26]=2)[O:15][C@H:14]([CH2:32][CH2:33][OH:34])[C:13]1=[O:35])[CH2:10][CH3:11])(=[O:7])=[O:6])([CH3:4])([CH3:3])[CH3:2].[H-].[Na+].[CH3:38]I. (5) Given the product [CH3:1][N:2]1[C:6]([N:7]2[CH2:13][CH2:12][CH2:11][NH:10][CH2:9][CH2:8]2)=[C:5]([N+:21]([O-:23])=[O:22])[CH:4]=[N:3]1, predict the reactants needed to synthesize it. The reactants are: [CH3:1][N:2]1[C:6]([N:7]2[CH2:13][CH2:12][CH2:11][N:10](C(OC(C)(C)C)=O)[CH2:9][CH2:8]2)=[C:5]([N+:21]([O-:23])=[O:22])[CH:4]=[N:3]1. (6) Given the product [Cl:17][C:18]1[CH:19]=[C:20]([S:25]([N:4]2[C:5]3[C:10](=[CH:9][CH:8]=[CH:7][CH:6]=3)[NH:11][C:2](=[O:1])[C@H:3]2[CH2:12][C:13]([O:15][CH3:16])=[O:14])(=[O:26])=[O:27])[CH:21]=[CH:22][C:23]=1[Cl:24], predict the reactants needed to synthesize it. The reactants are: [O:1]=[C:2]1[NH:11][C:10]2[C:5](=[CH:6][CH:7]=[CH:8][CH:9]=2)[NH:4][C@@H:3]1[CH2:12][C:13]([O:15][CH3:16])=[O:14].[Cl:17][C:18]1[CH:19]=[C:20]([S:25](Cl)(=[O:27])=[O:26])[CH:21]=[CH:22][C:23]=1[Cl:24]. (7) The reactants are: Br[C:2]1[C:11]2[C:6](=[CH:7][CH:8]=[CH:9][CH:10]=2)[CH:5]=[C:4]([S:12]([C:15]2[CH:20]=[CH:19][C:18]([F:21])=[CH:17][CH:16]=2)(=[O:14])=[O:13])[N:3]=1.BrC1C2C(=CC=CC=2)C=C(S(C2C=CC(F)=CC=2)=O)N=1.[O:42]1[CH:46]=[CH:45][N:44]=[C:43]1[NH2:47].NC1C=C(C)N(C(OC(C)(C)C)=O)N=1. Given the product [F:21][C:18]1[CH:19]=[CH:20][C:15]([S:12]([C:4]2[N:3]=[C:2]([NH:47][C:43]3[O:42][CH:46]=[CH:45][N:44]=3)[C:11]3[C:6]([CH:5]=2)=[CH:7][CH:8]=[CH:9][CH:10]=3)(=[O:14])=[O:13])=[CH:16][CH:17]=1, predict the reactants needed to synthesize it.